Dataset: TCR-epitope binding with 47,182 pairs between 192 epitopes and 23,139 TCRs. Task: Binary Classification. Given a T-cell receptor sequence (or CDR3 region) and an epitope sequence, predict whether binding occurs between them. (1) The epitope is TLVPQEHYV. The TCR CDR3 sequence is CASSLGGHTYEQYF. Result: 1 (the TCR binds to the epitope). (2) The TCR CDR3 sequence is CASTLQGGTGELFF. Result: 1 (the TCR binds to the epitope). The epitope is NEGVKAAW. (3) The epitope is FLNGSCGSV. The TCR CDR3 sequence is CATSPGTSGDNEQFF. Result: 0 (the TCR does not bind to the epitope).